Dataset: Peptide-MHC class I binding affinity with 185,985 pairs from IEDB/IMGT. Task: Regression. Given a peptide amino acid sequence and an MHC pseudo amino acid sequence, predict their binding affinity value. This is MHC class I binding data. The peptide sequence is MIDNQKLSY. The MHC is HLA-A29:02 with pseudo-sequence HLA-A29:02. The binding affinity (normalized) is 0.569.